Dataset: Reaction yield outcomes from USPTO patents with 853,638 reactions. Task: Predict the reaction yield, written as a fraction of the theoretical maximum amount of product (1.0 means a 100% yield; for example, 0.34 means a 34% yield). (1) The reactants are [CH3:1][N:2]([S:15]([C:18]1[S:19][CH:20]=[CH:21][CH:22]=1)(=[O:17])=[O:16])[C:3]1[CH:4]=[CH:5][CH:6]=[C:7]2[C:11]=1[NH:10][C:9]([C:12](O)=[O:13])=[CH:8]2.N1(O)C2C=CC=CC=2N=N1.Cl.CN(C)CCCN=C=NCC.[CH2:45]([S:52][CH:53]([CH:56]([O:59][CH3:60])[O:57][CH3:58])[CH2:54][NH2:55])[C:46]1[CH:51]=[CH:50][CH:49]=[CH:48][CH:47]=1. The catalyst is CN(C)C=O.O. The product is [CH2:45]([S:52][CH:53]([CH:56]([O:57][CH3:58])[O:59][CH3:60])[CH2:54][NH:55][C:12]([C:9]1[NH:10][C:11]2[C:7]([CH:8]=1)=[CH:6][CH:5]=[CH:4][C:3]=2[N:2]([CH3:1])[S:15]([C:18]1[S:19][CH:20]=[CH:21][CH:22]=1)(=[O:16])=[O:17])=[O:13])[C:46]1[CH:51]=[CH:50][CH:49]=[CH:48][CH:47]=1. The yield is 0.700. (2) The reactants are [OH:1][C:2]1[CH:16]=[CH:15][C:5]2[N:6]=[C:7]([NH:9][C:10]([CH:12]3[CH2:14][CH2:13]3)=[O:11])[S:8][C:4]=2[CH:3]=1.[F:17][C:18]1[CH:23]=[CH:22][C:21]([S:24](Cl)(=[O:26])=[O:25])=[CH:20][CH:19]=1.C(N(CC)CC)C. The catalyst is CC(C)=O. The product is [CH:12]1([C:10]([NH:9][C:7]2[S:8][C:4]3[CH:3]=[C:2]([O:1][S:24]([C:21]4[CH:22]=[CH:23][C:18]([F:17])=[CH:19][CH:20]=4)(=[O:26])=[O:25])[CH:16]=[CH:15][C:5]=3[N:6]=2)=[O:11])[CH2:13][CH2:14]1. The yield is 0.660. (3) The reactants are [C:1]([C:5]1[NH:6][C:7]2[C:12]([CH:13]=1)=[CH:11][CH:10]=[C:9]([N+:14]([O-])=O)[CH:8]=2)([CH3:4])([CH3:3])[CH3:2]. The catalyst is CO.[Ni]. The product is [C:1]([C:5]1[NH:6][C:7]2[C:12]([CH:13]=1)=[CH:11][CH:10]=[C:9]([NH2:14])[CH:8]=2)([CH3:4])([CH3:2])[CH3:3]. The yield is 0.890. (4) The reactants are [C:1]([O:5][C:6](=[O:17])[CH2:7]OC1C=CC(Cl)=CC=1Br)([CH3:4])([CH3:3])[CH3:2].[Cl:18][C:19]1[C:20]([I:26])=[C:21]([OH:25])[CH:22]=[CH:23][CH:24]=1. No catalyst specified. The product is [C:1]([O:5][C:6](=[O:17])[CH2:7][O:25][C:21]1[CH:22]=[CH:23][CH:24]=[C:19]([Cl:18])[C:20]=1[I:26])([CH3:4])([CH3:3])[CH3:2]. The yield is 0.860. (5) The catalyst is CN1C(=O)CCC1. The product is [OH:1][CH2:2][C:3]([CH3:8])([CH3:7])[C:4]([O:6][CH2:16][C:15]1[CH:18]=[CH:19][C:12]([O:11][CH3:10])=[CH:13][CH:14]=1)=[O:5]. The yield is 0.320. The reactants are [OH:1][CH2:2][C:3]([CH3:8])([CH3:7])[C:4]([O-:6])=[O:5].[Na+].[CH3:10][O:11][C:12]1[CH:19]=[CH:18][C:15]([CH2:16]Cl)=[CH:14][CH:13]=1. (6) The reactants are [Cl:1][C:2]1[N:7]=[C:6]([CH2:8][C:9]([C:11]2[CH:12]=[C:13]([NH:18][S:19]([C:22]3[C:27]([F:28])=[CH:26][CH:25]=[CH:24][C:23]=3[F:29])(=[O:21])=[O:20])[CH:14]=[CH:15][C:16]=2[F:17])=O)[CH:5]=[CH:4][N:3]=1.[CH2:30]1[C:35](=O)[N:34](Br)[C:32](=O)[CH2:31]1.CC(C)[C:40](=[S:42])[NH2:41].[OH2:44]. The catalyst is CC(N(C)C)=O. The product is [Cl:1][C:2]1[N:7]=[C:6]([C:8]2[S:42][C:40]([N:34]3[CH2:35][CH2:30][O:44][CH2:31][CH2:32]3)=[N:41][C:9]=2[C:11]2[CH:12]=[C:13]([NH:18][S:19]([C:22]3[C:27]([F:28])=[CH:26][CH:25]=[CH:24][C:23]=3[F:29])(=[O:21])=[O:20])[CH:14]=[CH:15][C:16]=2[F:17])[CH:5]=[CH:4][N:3]=1. The yield is 0.220.